This data is from Full USPTO retrosynthesis dataset with 1.9M reactions from patents (1976-2016). The task is: Predict the reactants needed to synthesize the given product. (1) Given the product [C:7]([CH2:6][CH2:5][N:4]1[C:5]([CH3:12])=[C:6]([C:7]([OH:9])=[O:8])[C:2]([CH3:1])=[CH:3]1)([OH:9])=[O:8], predict the reactants needed to synthesize it. The reactants are: [CH3:1][C:2]1[C:6]([C:7]([O:9]CC)=[O:8])=[C:5]([CH3:12])[NH:4][C:3]=1C(OCC)=O. (2) Given the product [CH3:38][O:39][N:40]([CH3:41])[C:13]([C:10]1[C:11]([CH3:12])=[C:5]2[C:4]([NH:16][C:17]3[CH:22]=[CH:21][C:20]([O:23][C:24]4[CH:29]=[CH:28][CH:27]=[CH:26][CH:25]=4)=[CH:19][CH:18]=3)=[C:3]([C:1]#[N:2])[CH:8]=[N:7][N:6]2[CH:9]=1)=[O:14], predict the reactants needed to synthesize it. The reactants are: [C:1]([C:3]1[CH:8]=[N:7][N:6]2[CH:9]=[C:10]([C:13](Cl)=[O:14])[C:11]([CH3:12])=[C:5]2[C:4]=1[NH:16][C:17]1[CH:22]=[CH:21][C:20]([O:23][C:24]2[CH:29]=[CH:28][CH:27]=[CH:26][CH:25]=2)=[CH:19][CH:18]=1)#[N:2].CCN(CC)CC.Cl.[CH3:38][O:39][NH:40][CH3:41]. (3) The reactants are: C([N:8]1[CH2:12][CH:11]2[CH2:13][N:14]([C:17]3[CH:22]=[CH:21][C:20]([O:23][C:24]([F:27])([F:26])[F:25])=[CH:19][CH:18]=3)[C:15](=[O:16])[CH:10]2[CH2:9]1)C1C=CC=CC=1.[C:39]([O:38][C:36](O[C:36]([O:38][C:39]([CH3:42])([CH3:41])[CH3:40])=[O:37])=[O:37])([CH3:42])([CH3:41])[CH3:40]. Given the product [C:39]([O:38][C:36]([N:8]1[CH2:9][CH:10]2[CH:11]([CH2:13][N:14]([C:17]3[CH:22]=[CH:21][C:20]([O:23][C:24]([F:27])([F:25])[F:26])=[CH:19][CH:18]=3)[C:15]2=[O:16])[CH2:12]1)=[O:37])([CH3:40])([CH3:41])[CH3:42], predict the reactants needed to synthesize it.